Dataset: hERG Central: cardiac toxicity at 1µM, 10µM, and general inhibition. Task: Predict hERG channel inhibition at various concentrations. (1) The molecule is O=C(c1cc(COc2ccc(F)cc2Cl)on1)N1CCC(c2ccncc2)CC1. Results: hERG_inhib (hERG inhibition (general)): blocker. (2) The molecule is Cl.c1ccc(CN2CCN(c3nc(N4CCOCC4)c4ccccc4n3)CC2)cc1. Results: hERG_inhib (hERG inhibition (general)): blocker.